From a dataset of Reaction yield outcomes from USPTO patents with 853,638 reactions. Predict the reaction yield, written as a fraction of the theoretical maximum amount of product (1.0 means a 100% yield; for example, 0.34 means a 34% yield). The reactants are Cl[CH2:2][CH2:3][CH2:4][O:5][C:6]1[CH:15]=[C:14]2[C:9]([C:10]([O:16][C:17]3[CH:18]=[C:19]4[C:23](=[CH:24][CH:25]=3)[NH:22][C:21]([CH3:26])=[CH:20]4)=[N:11][CH:12]=[N:13]2)=[CH:8][C:7]=1[O:27][CH3:28].[CH3:29][N:30]1[CH2:35][CH2:34][NH:33][CH2:32][CH2:31]1. No catalyst specified. The product is [CH3:28][O:27][C:7]1[CH:8]=[C:9]2[C:14](=[CH:15][C:6]=1[O:5][CH2:4][CH2:3][CH2:2][N:33]1[CH2:34][CH2:35][N:30]([CH3:29])[CH2:31][CH2:32]1)[N:13]=[CH:12][N:11]=[C:10]2[O:16][C:17]1[CH:18]=[C:19]2[C:23](=[CH:24][CH:25]=1)[NH:22][C:21]([CH3:26])=[CH:20]2. The yield is 0.320.